This data is from Catalyst prediction with 721,799 reactions and 888 catalyst types from USPTO. The task is: Predict which catalyst facilitates the given reaction. Reactant: Br[C:2]1[CH:20]=[CH:19][C:5]([O:6][CH2:7][CH:8]2[CH2:13][CH2:12][N:11]([CH2:14][C:15]([F:18])([CH3:17])[CH3:16])[CH2:10][CH2:9]2)=[CH:4][C:3]=1[F:21].[CH2:22]([O:24][C:25]([C:27]1[CH:32]=[CH:31][C:30](B(O)O)=[CH:29][C:28]=1[F:36])=[O:26])[CH3:23].C([O-])([O-])=O.[Cs+].[Cs+]. Product: [F:21][C:3]1[CH:4]=[C:5]([O:6][CH2:7][CH:8]2[CH2:13][CH2:12][N:11]([CH2:14][C:15]([F:18])([CH3:17])[CH3:16])[CH2:10][CH2:9]2)[CH:19]=[CH:20][C:2]=1[C:30]1[CH:31]=[CH:32][C:27]([C:25]([O:24][CH2:22][CH3:23])=[O:26])=[C:28]([F:36])[CH:29]=1. The catalyst class is: 263.